From a dataset of CYP2C19 inhibition data for predicting drug metabolism from PubChem BioAssay. Regression/Classification. Given a drug SMILES string, predict its absorption, distribution, metabolism, or excretion properties. Task type varies by dataset: regression for continuous measurements (e.g., permeability, clearance, half-life) or binary classification for categorical outcomes (e.g., BBB penetration, CYP inhibition). Dataset: cyp2c19_veith. (1) The drug is O=C(NCc1ccccc1Cl)C1CCN(S(=O)(=O)N2CCC3(CC2)OCCO3)CC1. The result is 1 (inhibitor). (2) The compound is O=C(c1ccc(Cl)c(Cl)c1)c1cc(-c2ccccn2)c(N2CCOCC2)s1. The result is 1 (inhibitor). (3) The drug is CCc1cc2c(NCc3ccco3)ncnc2s1.Cl. The result is 1 (inhibitor). (4) The compound is CCNc1ncc2nc(-c3cn(C)c4ccccc34)c(=O)n(-c3ccc(OC)cc3)c2n1. The result is 0 (non-inhibitor). (5) The molecule is CCOC(=O)c1ccc(NC(=O)CC2NCCNC2=O)cc1. The result is 0 (non-inhibitor). (6) The compound is COCCCNC(=O)C1C2C=CC3(CN(Cc4ccc(C)cc4)C(=O)C13)O2. The result is 0 (non-inhibitor).